Dataset: Forward reaction prediction with 1.9M reactions from USPTO patents (1976-2016). Task: Predict the product of the given reaction. (1) Given the reactants [CH3:1][O:2][C:3](=[O:20])[C@@H:4]1[CH2:8][C:7](=[CH2:9])[CH2:6][N:5]1C(OCC1C=CC=CC=1)=O.[H][H], predict the reaction product. The product is: [CH3:1][O:2][C:3](=[O:20])[C@@H:4]1[CH2:8][CH:7]([CH3:9])[CH2:6][NH:5]1. (2) Given the reactants Br[C:2]1[CH:3]=[CH:4][C:5]2[O:11][CH2:10][CH2:9][N:8]3[CH:12]=[C:13]([C:15]4[N:19]([CH2:20][C:21]([F:24])([F:23])[F:22])[N:18]=[CH:17][N:16]=4)[N:14]=[C:7]3[C:6]=2[CH:25]=1.[F:26][C:27]1[C:32](B(O)O)=[CH:31][CH:30]=[CH:29][N:28]=1, predict the reaction product. The product is: [F:26][C:27]1[C:32]([C:2]2[CH:3]=[CH:4][C:5]3[O:11][CH2:10][CH2:9][N:8]4[CH:12]=[C:13]([C:15]5[N:19]([CH2:20][C:21]([F:22])([F:23])[F:24])[N:18]=[CH:17][N:16]=5)[N:14]=[C:7]4[C:6]=3[CH:25]=2)=[CH:31][CH:30]=[CH:29][N:28]=1. (3) The product is: [N:12]1([C:2]2[CH:7]=[CH:6][C:5]([C:8](=[O:11])[CH2:9][CH3:10])=[CH:4][CH:3]=2)[CH2:15][CH2:14][CH2:13]1. Given the reactants Br[C:2]1[CH:7]=[CH:6][C:5]([C:8](=[O:11])[CH2:9][CH3:10])=[CH:4][CH:3]=1.[NH:12]1[CH2:15][CH2:14][CH2:13]1.C1(P(C2C=CC=CC=2)C2C3OC4C(=CC=CC=4P(C4C=CC=CC=4)C4C=CC=CC=4)C(C)(C)C=3C=CC=2)C=CC=CC=1.CC(C)([O-])C.[Na+], predict the reaction product. (4) Given the reactants [C:1]([C:4]1[CH:13]=[CH:12][C:7]2[NH:8][C:9](=[O:11])[O:10][C:6]=2[CH:5]=1)(=[O:3])[CH3:2].[H-].[Na+].Cl[C:17]([O:19][CH2:20][CH:21]=[CH2:22])=[O:18].S([O-])(O)(=O)=O.[K+], predict the reaction product. The product is: [C:1]([C:4]1[CH:13]=[CH:12][C:7]2[N:8]([C:17]([O:19][CH2:20][CH:21]=[CH2:22])=[O:18])[C:9](=[O:11])[O:10][C:6]=2[CH:5]=1)(=[O:3])[CH3:2]. (5) Given the reactants Br[C:2]1[CH:15]=[CH:14][C:13]2[O:12][C:11]3[C:6](=[CH:7][C:8](I)=[CH:9][CH:10]=3)[C:5]3([CH2:20][O:19][C:18]([NH2:21])=[N:17]3)[C:4]=2[CH:3]=1.[N:22]1[CH:27]=[CH:26][CH:25]=[C:24](B(O)O)[CH:23]=1.C(=O)([O-])[O-].[Na+].[Na+], predict the reaction product. The product is: [N:22]1[CH:27]=[CH:26][CH:25]=[C:24]([C:2]2[CH:15]=[CH:14][C:13]3[O:12][C:11]4[C:6](=[CH:7][C:8]([C:24]5[CH:23]=[N:22][CH:27]=[CH:26][CH:25]=5)=[CH:9][CH:10]=4)[C:5]4([CH2:20][O:19][C:18]([NH2:21])=[N:17]4)[C:4]=3[CH:3]=2)[CH:23]=1. (6) Given the reactants Br[C:2]1[CH:3]=[CH:4][C:5]2[N:6]([C:15]3[CH:20]=[CH:19][CH:18]=[CH:17][CH:16]=3)[C:7]3[C:12]([C:13]=2[CH:14]=1)=[CH:11][CH:10]=[CH:9][CH:8]=3.C([Li])CCC.[B:26](OC)([O:29]C)[O:27]C.Cl, predict the reaction product. The product is: [C:7]1([N:6]2[C:5]3[CH:13]=[CH:14][C:2]([B:26]([OH:29])[OH:27])=[CH:3][C:4]=3[C:20]3[C:15]2=[CH:16][CH:17]=[CH:18][CH:19]=3)[CH:12]=[CH:11][CH:10]=[CH:9][CH:8]=1. (7) Given the reactants [CH3:1][CH2:2][CH2:3][CH2:4][CH2:5][CH2:6][CH2:7][CH2:8][CH2:9][CH2:10][CH2:11][CH2:12][CH2:13][CH2:14][CH2:15][CH2:16][CH2:17][C:18]([OH:20])=[O:19].[OH-].[Zn+2:22].[OH-], predict the reaction product. The product is: [C:18]([O-:20])(=[O:19])[CH2:17][CH2:16][CH2:15][CH2:14][CH2:13][CH2:12][CH2:11][CH2:10][CH2:9][CH2:8][CH2:7][CH2:6][CH2:5][CH2:4][CH2:3][CH2:2][CH3:1].[Zn+2:22].[C:18]([O-:20])(=[O:19])[CH2:17][CH2:16][CH2:15][CH2:14][CH2:13][CH2:12][CH2:11][CH2:10][CH2:9][CH2:8][CH2:7][CH2:6][CH2:5][CH2:4][CH2:3][CH2:2][CH3:1]. (8) Given the reactants Cl.C(N=C=NCCCN(C)C)C.ON1C2C=CC=CC=2N=N1.[C:23]([O:27][C:28]([NH:30][C@H:31]([CH2:35][C:36]1[CH:41]=[CH:40][C:39]([O:42][CH3:43])=[CH:38][CH:37]=1)[C:32]([OH:34])=O)=[O:29])([CH3:26])([CH3:25])[CH3:24].FC(F)(F)C(O)=O.[CH2:51]([O:58][CH2:59][CH2:60][CH2:61][CH2:62][O:63][C:64]1([C:68]2[CH:73]=[CH:72][CH:71]=[CH:70][C:69]=2[CH3:74])[CH2:67][NH:66][CH2:65]1)[C:52]1[CH:57]=[CH:56][CH:55]=[CH:54][CH:53]=1.C(N(CC)C(C)C)(C)C.[OH-].[Na+], predict the reaction product. The product is: [CH2:51]([O:58][CH2:59][CH2:60][CH2:61][CH2:62][O:63][C:64]1([C:68]2[CH:73]=[CH:72][CH:71]=[CH:70][C:69]=2[CH3:74])[CH2:67][N:66]([C:32](=[O:34])[C@H:31]([NH:30][C:28](=[O:29])[O:27][C:23]([CH3:24])([CH3:25])[CH3:26])[CH2:35][C:36]2[CH:41]=[CH:40][C:39]([O:42][CH3:43])=[CH:38][CH:37]=2)[CH2:65]1)[C:52]1[CH:57]=[CH:56][CH:55]=[CH:54][CH:53]=1. (9) Given the reactants [O:1]=[C:2]1[C:10](=[O:11])[C:9]2[C:4](=[CH:5][CH:6]=[CH:7][CH:8]=2)[N:3]1[CH:12]([CH2:16][CH:17]([CH3:19])[CH3:18])[C:13]([OH:15])=O.[S:20]1[CH:24]=[CH:23][N:22]=[C:21]1[NH2:25].C(N(CC)C(C)C)(C)C.F[P-](F)(F)(F)(F)F.N1(O[P+](N(C)C)(N(C)C)N(C)C)C2C=CC=CC=2N=N1, predict the reaction product. The product is: [S:20]1[CH:24]=[CH:23][N:22]=[C:21]1[NH:25][C:13](=[O:15])[CH:12]([N:3]1[C:4]2[C:9](=[CH:8][CH:7]=[CH:6][CH:5]=2)[C:10](=[O:11])[C:2]1=[O:1])[CH2:16][CH:17]([CH3:19])[CH3:18]. (10) Given the reactants C([O:3][C:4]([C:6]1[O:10][N:9]=[C:8]([C:11]2[CH:16]=[CH:15][C:14]([NH:17][C:18]3[S:19][C:20]4[CH:26]=[C:25]([F:27])[CH:24]=[CH:23][C:21]=4[N:22]=3)=[CH:13][CH:12]=2)[CH:7]=1)=O)C.[NH3:28], predict the reaction product. The product is: [F:27][C:25]1[CH:24]=[CH:23][C:21]2[N:22]=[C:18]([NH:17][C:14]3[CH:13]=[CH:12][C:11]([C:8]4[CH:7]=[C:6]([C:4]([NH2:28])=[O:3])[O:10][N:9]=4)=[CH:16][CH:15]=3)[S:19][C:20]=2[CH:26]=1.